From a dataset of Catalyst prediction with 721,799 reactions and 888 catalyst types from USPTO. Predict which catalyst facilitates the given reaction. (1) Reactant: [O:1]=[C:2]1[CH2:7][CH2:6][N:5]([C:8]([O:10][C:11]([CH3:14])([CH3:13])[CH3:12])=[O:9])[CH2:4][CH2:3]1.[Li+].CC([N-]C(C)C)C.[CH:23]1([C:26](Cl)=[O:27])[CH2:25][CH2:24]1. Product: [CH:23]1([C:26]([CH:7]2[C:2](=[O:1])[CH2:3][CH2:4][N:5]([C:8]([O:10][C:11]([CH3:14])([CH3:13])[CH3:12])=[O:9])[CH2:6]2)=[O:27])[CH2:25][CH2:24]1. The catalyst class is: 11. (2) Reactant: [Br:1][C:2]1[S:6][C:5]([C:7]2([C@H:10]3[CH2:15][CH2:14][C@H:13]([C:16]([O:18][CH2:19][CH3:20])=[O:17])[CH2:12][CH2:11]3)[CH2:9][O:8]2)=[N:4][CH:3]=1.CCCC[N+](CCCC)(CCCC)CCCC.[FH:38].F.[F-]. Product: [Br:1][C:2]1[S:6][C:5]([C:7]([C@H:10]2[CH2:15][CH2:14][C@H:13]([C:16]([O:18][CH2:19][CH3:20])=[O:17])[CH2:12][CH2:11]2)([OH:8])[CH2:9][F:38])=[N:4][CH:3]=1. The catalyst class is: 6. (3) Reactant: CC(C[AlH]CC(C)C)C.C([O:12][C:13](=O)/[C:14](/[C:22]1[S:23][C:24]([S:27]([CH3:30])(=[O:29])=[O:28])=[CH:25][CH:26]=1)=[CH:15]/[CH2:16][CH:17]1[CH2:21][CH2:20][CH2:19][CH2:18]1)C.CO. Product: [CH:17]1([CH2:16]/[CH:15]=[C:14](\[C:22]2[S:23][C:24]([S:27]([CH3:30])(=[O:29])=[O:28])=[CH:25][CH:26]=2)/[CH2:13][OH:12])[CH2:21][CH2:20][CH2:19][CH2:18]1. The catalyst class is: 1. (4) Reactant: O.NN.[NH2:4][C:5]1[N:10]=[C:9]([C:11]2[N:12]=[CH:13][N:14]([CH2:16][CH2:17][CH2:18][CH2:19][N:20]3C(=O)C4C(=CC=CC=4)C3=O)[CH:15]=2)[CH:8]=[CH:7][N:6]=1.ClCCl. Product: [NH2:20][CH2:19][CH2:18][CH2:17][CH2:16][N:14]1[CH:15]=[C:11]([C:9]2[CH:8]=[CH:7][N:6]=[C:5]([NH2:4])[N:10]=2)[N:12]=[CH:13]1. The catalyst class is: 8. (5) Reactant: [F:1][C:2]1[CH:7]=[CH:6][C:5]([F:8])=[CH:4][C:3]=1[CH:9]1[CH2:13][CH2:12][CH2:11][N:10]1[C:14]1[CH:19]=[CH:18][N:17]2[N:20]=[CH:21][C:22]([C:23](O)=[O:24])=[C:16]2[N:15]=1.Cl.[CH:27]1([C:30]([NH:32][NH2:33])=[O:31])[CH2:29][CH2:28]1.CCN(C(C)C)C(C)C.CN(C(ON1N=NC2C=CC=NC1=2)=[N+](C)C)C.F[P-](F)(F)(F)(F)F. Product: [CH:27]1([C:30]([NH:32][NH:33][C:23]([C:22]2[CH:21]=[N:20][N:17]3[CH:18]=[CH:19][C:14]([N:10]4[CH2:11][CH2:12][CH2:13][CH:9]4[C:3]4[CH:4]=[C:5]([F:8])[CH:6]=[CH:7][C:2]=4[F:1])=[N:15][C:16]=23)=[O:24])=[O:31])[CH2:29][CH2:28]1. The catalyst class is: 31.